From a dataset of Drug half-life prediction data from Obach et al.. Regression/Classification. Given a drug SMILES string, predict its absorption, distribution, metabolism, or excretion properties. Task type varies by dataset: regression for continuous measurements (e.g., permeability, clearance, half-life) or binary classification for categorical outcomes (e.g., BBB penetration, CYP inhibition). For this dataset (half_life_obach), we predict log10(half-life) (log10 of half-life in hours). (1) The molecule is CCCCCN(CCCOC)C(=O)C(CCC(=O)O)NC(=O)c1ccc(Cl)c(Cl)c1. The log10(half-life) is 0.720. (2) The drug is CN(C)CCNc1ccc2c3c(nn2CCNCCO)-c2cnccc2C(=O)c13. The log10(half-life) is 1.65. (3) The compound is OC(CCN1CCCCC1)(c1ccccc1)C1CC2C=CC1C2. The log10(half-life) is 1.38. (4) The molecule is Cc1cccc(Nc2ccncc2S(=O)(=O)NC(=O)NC(C)C)c1. The log10(half-life) is 0.710. (5) The molecule is CCS(=O)(=O)CCn1c([N+](=O)[O-])cnc1C. The log10(half-life) is 1.11.